From a dataset of NCI-60 drug combinations with 297,098 pairs across 59 cell lines. Regression. Given two drug SMILES strings and cell line genomic features, predict the synergy score measuring deviation from expected non-interaction effect. (1) Cell line: UACC62. Drug 2: C(CC(=O)O)C(=O)CN.Cl. Drug 1: CC1=C(N=C(N=C1N)C(CC(=O)N)NCC(C(=O)N)N)C(=O)NC(C(C2=CN=CN2)OC3C(C(C(C(O3)CO)O)O)OC4C(C(C(C(O4)CO)O)OC(=O)N)O)C(=O)NC(C)C(C(C)C(=O)NC(C(C)O)C(=O)NCCC5=NC(=CS5)C6=NC(=CS6)C(=O)NCCC[S+](C)C)O. Synergy scores: CSS=16.2, Synergy_ZIP=-2.76, Synergy_Bliss=2.02, Synergy_Loewe=-63.0, Synergy_HSA=-0.900. (2) Drug 1: C1=CC(=CC=C1CCC2=CNC3=C2C(=O)NC(=N3)N)C(=O)NC(CCC(=O)O)C(=O)O. Drug 2: C(=O)(N)NO. Cell line: HS 578T. Synergy scores: CSS=23.9, Synergy_ZIP=7.07, Synergy_Bliss=10.7, Synergy_Loewe=-9.76, Synergy_HSA=7.84. (3) Drug 1: C1CCC(C1)C(CC#N)N2C=C(C=N2)C3=C4C=CNC4=NC=N3. Drug 2: C1C(C(OC1N2C=NC(=NC2=O)N)CO)O. Cell line: NCI-H226. Synergy scores: CSS=7.78, Synergy_ZIP=-1.86, Synergy_Bliss=2.02, Synergy_Loewe=-1.53, Synergy_HSA=-1.39. (4) Drug 1: C1=CC(=CC=C1CC(C(=O)O)N)N(CCCl)CCCl.Cl. Drug 2: CC1=C(C=C(C=C1)NC(=O)C2=CC=C(C=C2)CN3CCN(CC3)C)NC4=NC=CC(=N4)C5=CN=CC=C5. Cell line: MALME-3M. Synergy scores: CSS=8.74, Synergy_ZIP=-2.26, Synergy_Bliss=0.988, Synergy_Loewe=-8.54, Synergy_HSA=-2.25.